Task: Regression/Classification. Given a drug SMILES string, predict its absorption, distribution, metabolism, or excretion properties. Task type varies by dataset: regression for continuous measurements (e.g., permeability, clearance, half-life) or binary classification for categorical outcomes (e.g., BBB penetration, CYP inhibition). For this dataset (solubility_aqsoldb), we predict Y.. Dataset: Aqueous solubility values for 9,982 compounds from the AqSolDB database The compound is Cc1c(N(C)C)c(=O)n(-c2ccccc2)n1C. The Y is -0.629 log mol/L.